This data is from Forward reaction prediction with 1.9M reactions from USPTO patents (1976-2016). The task is: Predict the product of the given reaction. (1) Given the reactants [CH3:1][O:2][C:3](=[O:18])[C:4]1[CH:9]=[C:8]([CH2:10][N:11]([CH:13]=[O:14])[CH3:12])[CH:7]=[CH:6][C:5]=1[N+:15]([O-])=O.[H][H], predict the reaction product. The product is: [CH3:1][O:2][C:3](=[O:18])[C:4]1[CH:9]=[C:8]([CH2:10][N:11]([CH:13]=[O:14])[CH3:12])[CH:7]=[CH:6][C:5]=1[NH2:15]. (2) Given the reactants [CH2:1]([N:3]([CH2:15][C:16]1[CH:21]=[CH:20][C:19]([CH2:22][NH:23][CH2:24][C:25]2[NH:26][CH:27]=[CH:28][N:29]=2)=[CH:18][CH:17]=1)[CH2:4][CH2:5][CH2:6][CH2:7][N:8]([CH2:12][CH2:13][CH3:14])[CH2:9][CH2:10][CH3:11])[CH3:2].C([BH3-])#N.[Na+].C(O)(=O)C.[CH3:38][N:39]1[CH:43]=[CH:42][N:41]=[C:40]1[CH:44]=O, predict the reaction product. The product is: [CH2:1]([N:3]([CH2:15][C:16]1[CH:21]=[CH:20][C:19]([CH2:22][N:23]([CH2:24][C:25]2[NH:29][CH:28]=[CH:27][N:26]=2)[CH2:44][C:40]2[N:39]([CH3:38])[CH:43]=[CH:42][N:41]=2)=[CH:18][CH:17]=1)[CH2:4][CH2:5][CH2:6][CH2:7][N:8]([CH2:9][CH2:10][CH3:11])[CH2:12][CH2:13][CH3:14])[CH3:2]. (3) Given the reactants CC(OI1(OC(C)=O)(OC(C)=O)OC(=O)C2C=CC=CC1=2)=O.[OH:23][C@@H:24]1[C@H:28]2[N:29]([C:32](=[O:56])[C@@H:33]([NH:38][C:39](=[O:55])[C:40]3[CH:45]=[CH:44][C:43]([N:46]4[CH2:51][CH2:50][N:49]([CH2:52][CH2:53][CH3:54])[CH2:48][CH2:47]4)=[CH:42][CH:41]=3)[CH2:34][CH:35]([CH3:37])[CH3:36])[CH2:30][CH2:31][C@H:27]2[O:26][CH2:25]1, predict the reaction product. The product is: [CH3:37][CH:35]([CH3:36])[CH2:34][C@H:33]([NH:38][C:39](=[O:55])[C:40]1[CH:45]=[CH:44][C:43]([N:46]2[CH2:51][CH2:50][N:49]([CH2:52][CH2:53][CH3:54])[CH2:48][CH2:47]2)=[CH:42][CH:41]=1)[C:32](=[O:56])[N:29]1[CH2:30][CH2:31][C@H:27]2[O:26][CH2:25][C:24](=[O:23])[C@@H:28]12. (4) The product is: [F:12][C:2]([F:1])([C:6]1[CH:11]=[CH:10][CH:9]=[CH:8][CH:7]=1)[C:3]([NH:13][CH2:14][CH2:15][CH2:16][N:17]1[CH2:22][CH2:21][CH:20]([C:23]2[CH:24]=[C:25]([NH:30][C:31](=[O:35])[CH:32]([CH3:33])[CH3:34])[CH:26]=[CH:27][C:28]=2[F:29])[CH2:19][CH2:18]1)=[O:5]. Given the reactants [F:1][C:2]([F:12])([C:6]1[CH:11]=[CH:10][CH:9]=[CH:8][CH:7]=1)[C:3]([OH:5])=O.[NH2:13][CH2:14][CH2:15][CH2:16][N:17]1[CH2:22][CH2:21][CH:20]([C:23]2[CH:24]=[C:25]([NH:30][C:31](=[O:35])[CH:32]([CH3:34])[CH3:33])[CH:26]=[CH:27][C:28]=2[F:29])[CH2:19][CH2:18]1, predict the reaction product. (5) The product is: [F:26][C:2]([F:1])([O:6][C:7]1[CH:12]=[CH:11][C:10]([N:13]2[CH2:18][CH2:17][NH:16][CH2:15][CH2:14]2)=[CH:9][CH:8]=1)[CH:3]([F:4])[F:5]. Given the reactants [F:1][C:2]([F:26])([O:6][C:7]1[CH:12]=[CH:11][C:10]([N:13]2[CH2:18][CH2:17][N:16](C(OC(C)(C)C)=O)[CH2:15][CH2:14]2)=[CH:9][CH:8]=1)[CH:3]([F:5])[F:4].C(O)(C(F)(F)F)=O, predict the reaction product. (6) The product is: [Cl:1][C:2]1[N:3]=[N:4][C:5]([C:27]2[CH:32]=[CH:31][CH:30]=[CH:29][C:28]=2[F:33])=[C:6]([C:17]2[CH:18]=[C:19]([O:25][CH3:26])[CH:20]=[C:21]([O:23][CH3:24])[CH:22]=2)[C:7]=1[C:8]1[C:9]([F:16])=[CH:10][C:11]([F:15])=[C:12]([Si:35]([CH3:37])([CH3:36])[CH3:34])[C:13]=1[F:14]. Given the reactants [Cl:1][C:2]1[N:3]=[N:4][C:5]([C:27]2[CH:32]=[CH:31][CH:30]=[CH:29][C:28]=2[F:33])=[C:6]([C:17]2[CH:22]=[C:21]([O:23][CH3:24])[CH:20]=[C:19]([O:25][CH3:26])[CH:18]=2)[C:7]=1[C:8]1[C:13]([F:14])=[CH:12][C:11]([F:15])=[CH:10][C:9]=1[F:16].[CH3:34][Si:35]([N-][Si:35]([CH3:37])([CH3:36])[CH3:34])([CH3:37])[CH3:36].[Li+].C(OCC)=O.[Cl-].[NH4+], predict the reaction product. (7) Given the reactants [Br:1][C:2]1[CH:3]=[C:4]([CH3:12])[C:5]([O:10][CH3:11])=[C:6]([CH2:8]Br)[CH:7]=1.[OH:13][CH2:14][C:15]1([C:28]2[CH:33]=[CH:32][CH:31]=[CH:30][CH:29]=2)[CH2:20][CH2:19][N:18]([C:21]([O:23][C:24]([CH3:27])([CH3:26])[CH3:25])=[O:22])[CH2:17][CH2:16]1.[H-].[Na+], predict the reaction product. The product is: [Br:1][C:2]1[CH:3]=[C:4]([CH3:12])[C:5]([O:10][CH3:11])=[C:6]([CH:7]=1)[CH2:8][O:13][CH2:14][C:15]1([C:28]2[CH:29]=[CH:30][CH:31]=[CH:32][CH:33]=2)[CH2:20][CH2:19][N:18]([C:21]([O:23][C:24]([CH3:26])([CH3:27])[CH3:25])=[O:22])[CH2:17][CH2:16]1. (8) Given the reactants [N:1]1[CH:6]=[CH:5][CH:4]=[C:3]([C:7]2[CH:8]=[C:9]([CH:11]=[CH:12][CH:13]=2)[NH2:10])[CH:2]=1.Cl[C:15]([O:17][C:18]1[CH:23]=[CH:22][CH:21]=[CH:20][CH:19]=1)=[O:16].C(N(CC)CC)C, predict the reaction product. The product is: [C:18]1([O:17][C:15](=[O:16])[NH:10][C:9]2[CH:11]=[CH:12][CH:13]=[C:7]([C:3]3[CH:2]=[N:1][CH:6]=[CH:5][CH:4]=3)[CH:8]=2)[CH:23]=[CH:22][CH:21]=[CH:20][CH:19]=1. (9) Given the reactants [Cl:1][C:2]1[CH:7]=[CH:6][C:5]([C:8]2([CH2:13][S:14]([NH:17][C@H:18]3[CH2:22][CH2:21][N:20]([C@H:23]([C:28]([N:30]4[CH2:35][CH2:34][O:33][CH2:32][CH2:31]4)=[O:29])[C@@H:24]([CH3:27])[CH2:25][CH3:26])[C:19]3=[O:36])(=[O:16])=[O:15])OCC[O:9]2)=[CH:4][CH:3]=1.Cl, predict the reaction product. The product is: [Cl:1][C:2]1[CH:3]=[CH:4][C:5]([C:8](=[O:9])[CH2:13][S:14]([NH:17][C@H:18]2[CH2:22][CH2:21][N:20]([C@H:23]([C:28]([N:30]3[CH2:31][CH2:32][O:33][CH2:34][CH2:35]3)=[O:29])[C@@H:24]([CH3:27])[CH2:25][CH3:26])[C:19]2=[O:36])(=[O:16])=[O:15])=[CH:6][CH:7]=1. (10) Given the reactants [F:1][C:2]1[CH:3]=[C:4]([CH2:9][C@H:10]([NH:14][C:15](=[O:24])OCC2C=CC=CC=2)[C@H:11]2[CH2:13][O:12]2)[CH:5]=[C:6]([F:8])[CH:7]=1.[C@@H]1([NH2:35])C2C(=CC=CC=2)CCC1.[CH2:36]([N:39]([CH2:53][CH2:54][CH3:55])[C:40]([C:42]1[CH:43]=[C:44]([CH:48]=[C:49](CC)[CH:50]=1)[C:45](O)=O)=[O:41])[CH2:37][CH3:38], predict the reaction product. The product is: [NH2:35][CH2:13][C@@H:11]([OH:12])[C@@H:10]([NH:14][C:15](=[O:24])[C:49]1[CH:48]=[C:44]([CH3:45])[CH:43]=[C:42]([C:40]([N:39]([CH2:53][CH2:54][CH3:55])[CH2:36][CH2:37][CH3:38])=[O:41])[CH:50]=1)[CH2:9][C:4]1[CH:5]=[C:6]([F:8])[CH:7]=[C:2]([F:1])[CH:3]=1.